From a dataset of Acute oral toxicity (LD50) regression data from Zhu et al.. Regression/Classification. Given a drug SMILES string, predict its toxicity properties. Task type varies by dataset: regression for continuous values (e.g., LD50, hERG inhibition percentage) or binary classification for toxic/non-toxic outcomes (e.g., AMES mutagenicity, cardiotoxicity, hepatotoxicity). Dataset: ld50_zhu. (1) The molecule is CS(=O)CC(=NO)C(C)(C)C. The rat oral LD50 is 1.95, given as -log10 of the dose in mol/kg body weight (higher means more acutely toxic). (2) The molecule is C=Cc1ccc(OC(C)=O)cc1. The rat oral LD50 is 2.03, given as -log10 of the dose in mol/kg body weight (higher means more acutely toxic). (3) The compound is CCCCOCCCOC(=O)CCOc1cc(Cl)c(Cl)cc1Cl. The rat oral LD50 is 2.88, given as -log10 of the dose in mol/kg body weight (higher means more acutely toxic). (4) The drug is CCC1C(=O)OCC1Cc1cncn1C. The rat oral LD50 is 2.71, given as -log10 of the dose in mol/kg body weight (higher means more acutely toxic). (5) The compound is O=C(Cl)c1ccc([N+](=O)[O-])cc1. The rat oral LD50 is 1.52, given as -log10 of the dose in mol/kg body weight (higher means more acutely toxic). (6) The compound is O=S1(=O)CCC(NNc2ccccc2)C1. The rat oral LD50 is 1.98, given as -log10 of the dose in mol/kg body weight (higher means more acutely toxic). (7) The compound is C=C(C)C=NOC(=O)NC. The rat oral LD50 is 2.98, given as -log10 of the dose in mol/kg body weight (higher means more acutely toxic). (8) The molecule is COC(=O)CC(C)=O. The rat oral LD50 is 1.56, given as -log10 of the dose in mol/kg body weight (higher means more acutely toxic).